Task: Predict the reactants needed to synthesize the given product.. Dataset: Full USPTO retrosynthesis dataset with 1.9M reactions from patents (1976-2016) (1) The reactants are: Br[CH2:2][CH2:3][CH:4]1[CH2:9][N:8]([S:10]([C:13]2[CH:22]=[CH:21][C:20]3[C:15](=[CH:16][CH:17]=[C:18]([Cl:23])[CH:19]=3)[CH:14]=2)(=[O:12])=[O:11])[CH2:7][CH2:6][N:5]1[C:24]([O:26][C:27]([CH3:30])([CH3:29])[CH3:28])=[O:25].[C-:31]#[N:32].[Na+]. Given the product [C:27]([O:26][C:24]([N:5]1[CH2:6][CH2:7][N:8]([S:10]([C:13]2[CH:22]=[CH:21][C:20]3[C:15](=[CH:16][CH:17]=[C:18]([Cl:23])[CH:19]=3)[CH:14]=2)(=[O:12])=[O:11])[CH2:9][CH:4]1[CH2:3][CH2:2][C:31]#[N:32])=[O:25])([CH3:30])([CH3:29])[CH3:28], predict the reactants needed to synthesize it. (2) Given the product [Br:1][C:2]1[S:6][C:5]([CH:7]2[N:11]([C:12]3[CH:17]=[CH:16][C:15]([F:18])=[CH:14][C:13]=3[F:19])[N:10]=[C:9]([CH:20]=[O:21])[CH2:8]2)=[CH:4][CH:3]=1, predict the reactants needed to synthesize it. The reactants are: [Br:1][C:2]1[S:6][C:5]([CH:7]2[N:11]([C:12]3[CH:17]=[CH:16][C:15]([F:18])=[CH:14][C:13]=3[F:19])[N:10]=[C:9]([CH2:20][OH:21])[CH2:8]2)=[CH:4][CH:3]=1.[O-][O-].[Mg+2].